This data is from Acute oral toxicity (LD50) regression data from Zhu et al.. The task is: Regression/Classification. Given a drug SMILES string, predict its toxicity properties. Task type varies by dataset: regression for continuous values (e.g., LD50, hERG inhibition percentage) or binary classification for toxic/non-toxic outcomes (e.g., AMES mutagenicity, cardiotoxicity, hepatotoxicity). Dataset: ld50_zhu. (1) The molecule is CC(C)OP(=S)(OC(C)C)SCn1nc(Cl)ccc1=O. The rat oral LD50 is 3.27, given as -log10 of the dose in mol/kg body weight (higher means more acutely toxic). (2) The compound is COC(=O)Nc1nc2cc(Oc3ccc4[nH]c(NC(=O)OC)nc4c3)ccc2[nH]1. The rat oral LD50 is 3.30, given as -log10 of the dose in mol/kg body weight (higher means more acutely toxic). (3) The compound is Cc1c(O)cc([N+](=O)[O-])cc1[N+](=O)[O-]. The rat oral LD50 is 3.90, given as -log10 of the dose in mol/kg body weight (higher means more acutely toxic). (4) The molecule is CCOP(=O)(OCC)SCSP(=S)(OCC)OCC. The rat oral LD50 is 4.02, given as -log10 of the dose in mol/kg body weight (higher means more acutely toxic). (5) The drug is CC(Cc1ccccc1)N(C)C(=O)Cn1nc(-c2ccccc2)ccc1=O. The rat oral LD50 is 2.75, given as -log10 of the dose in mol/kg body weight (higher means more acutely toxic).